Dataset: Forward reaction prediction with 1.9M reactions from USPTO patents (1976-2016). Task: Predict the product of the given reaction. (1) The product is: [F:27][C:2]([F:1])([F:26])[C:3]1[N:7]2[N:8]=[C:9]([O:16][CH2:17][C:18]3[N:23]=[C:22]([CH:24]=[O:25])[CH:21]=[CH:20][CH:19]=3)[C:10]3[C:15]([C:6]2=[N:5][N:4]=1)=[CH:14][CH:13]=[CH:12][CH:11]=3. Given the reactants [F:1][C:2]([F:27])([F:26])[C:3]1[N:7]2[N:8]=[C:9]([O:16][CH2:17][C:18]3[N:23]=[C:22]([CH2:24][OH:25])[CH:21]=[CH:20][CH:19]=3)[C:10]3[C:15]([C:6]2=[N:5][N:4]=1)=[CH:14][CH:13]=[CH:12][CH:11]=3.CC(OI1(OC(C)=O)(OC(C)=O)OC(=O)C2C=CC=CC1=2)=O, predict the reaction product. (2) Given the reactants [CH2:1]([N:8]([C:18]1[CH:19]=[C:20]2[C:25](=[CH:26][CH:27]=1)[CH2:24][NH:23][CH2:22][CH2:21]2)[S:9]([C:12]1[CH:16]=[CH:15][N:14]([CH3:17])[N:13]=1)(=[O:11])=[O:10])[C:2]1[CH:7]=[CH:6][CH:5]=[CH:4][CH:3]=1.[C:28](O)(=[O:30])[CH3:29].F[P-](F)(F)(F)(F)F.N1(OC(N(C)C)=[N+](C)C)C2N=CC=CC=2N=N1.C(N(C(C)C)CC)(C)C, predict the reaction product. The product is: [C:28]([N:23]1[CH2:22][CH2:21][C:20]2[C:25](=[CH:26][CH:27]=[C:18]([N:8]([CH2:1][C:2]3[CH:3]=[CH:4][CH:5]=[CH:6][CH:7]=3)[S:9]([C:12]3[CH:16]=[CH:15][N:14]([CH3:17])[N:13]=3)(=[O:11])=[O:10])[CH:19]=2)[CH2:24]1)(=[O:30])[CH3:29]. (3) Given the reactants [F:1][C:2]1[CH:3]=[C:4]([C:8]2[N:13]=[CH:12][C:11]([C:14]([NH:16][C@H:17]3[C@@H:21]([OH:22])[CH2:20][N:19](C(OC(C)(C)C)=O)[CH2:18]3)=[O:15])=[CH:10][N:9]=2)[CH:5]=[CH:6][CH:7]=1.[C:30]([OH:36])([C:32]([F:35])([F:34])[F:33])=[O:31], predict the reaction product. The product is: [OH:36][C:30]([C:32]([F:35])([F:34])[F:33])=[O:31].[F:1][C:2]1[CH:3]=[C:4]([C:8]2[N:13]=[CH:12][C:11]([C:14]([NH:16][C@H:17]3[C@@H:21]([OH:22])[CH2:20][NH:19][CH2:18]3)=[O:15])=[CH:10][N:9]=2)[CH:5]=[CH:6][CH:7]=1. (4) Given the reactants [CH:1]([O-:3])=O.[NH4+].[F:5][C:6]([F:24])([F:23])[CH2:7][N:8]1[CH2:13][CH2:12][CH:11]([C:14]2[CH:19]=[CH:18][C:17]([N+:20]([O-])=O)=[CH:16][CH:15]=2)[CH2:10][CH2:9]1, predict the reaction product. The product is: [F:24][C:6]([F:5])([F:23])[CH2:7][N:8]1[CH2:13][CH2:12][CH:11]([C:14]2[CH:15]=[CH:16][C:17]([NH:20][CH:1]=[O:3])=[CH:18][CH:19]=2)[CH2:10][CH2:9]1. (5) The product is: [N:5]1[CH:6]=[CH:7][C:2]([NH:1][N:17]=[C:23]([C:22](=[O:27])[CH3:21])[C:24](=[O:26])[CH3:25])=[CH:3][CH:4]=1. Given the reactants [NH2:1][C:2]1[CH:7]=[CH:6][N:5]=[CH:4][CH:3]=1.P(=O)(O)(O)O.[N+]([O-])(O)=O.[N:17]([O-])=O.[Na+].[CH3:21][C:22](=[O:27])[CH2:23][C:24](=[O:26])[CH3:25].C([O-])(=O)C.[K+].C([O-])([O-])=O.[Na+].[Na+], predict the reaction product. (6) Given the reactants [Cl:1][C:2]1[CH:7]=[CH:6][C:5]([NH:8][C:9]2[C:14]([NH2:15])=[CH:13][CH:12]=[CH:11][N:10]=2)=[CH:4][CH:3]=1.[C:16](OCC)(=O)[C:17]([O:19][CH2:20][CH3:21])=[O:18], predict the reaction product. The product is: [Cl:1][C:2]1[CH:7]=[CH:6][C:5]([N:8]2[C:9]3=[N:10][CH:11]=[CH:12][CH:13]=[C:14]3[N:15]=[C:16]2[C:17]([O:19][CH2:20][CH3:21])=[O:18])=[CH:4][CH:3]=1. (7) Given the reactants [NH2:1][C:2]1[C:3]([C:12]([NH:14][C@@:15]([CH:21]2[CH2:26][CH2:25][CH2:24][CH2:23][CH2:22]2)([C:17]([O:19][CH3:20])=[O:18])[CH3:16])=[O:13])=[N:4][C:5]2[C:10]([CH:11]=1)=[CH:9][CH:8]=[CH:7][CH:6]=2.[CH3:27][C:28]1[CH:33]=[C:32]([CH3:34])[CH:31]=[C:30]([CH3:35])[C:29]=1[N:36]=[C:37]=[O:38], predict the reaction product. The product is: [CH:21]1([C@:15]([C:17]([O:19][CH3:20])=[O:18])([CH3:16])[NH:14][C:12]([C:3]2[C:2]([NH:1][C:37]([NH:36][C:29]3[C:28]([CH3:27])=[CH:33][C:32]([CH3:34])=[CH:31][C:30]=3[CH3:35])=[O:38])=[CH:11][C:10]3[C:5](=[CH:6][CH:7]=[CH:8][CH:9]=3)[N:4]=2)=[O:13])[CH2:22][CH2:23][CH2:24][CH2:25][CH2:26]1. (8) Given the reactants [H-].[Na+].[Br:3][C:4]1[CH:5]=[C:6]([CH2:10][C:11]#[N:12])[CH:7]=[N:8][CH:9]=1.[CH3:13]I, predict the reaction product. The product is: [Br:3][C:4]1[CH:5]=[C:6]([CH:10]([CH3:13])[C:11]#[N:12])[CH:7]=[N:8][CH:9]=1.